This data is from Aqueous solubility values for 9,982 compounds from the AqSolDB database. The task is: Regression/Classification. Given a drug SMILES string, predict its absorption, distribution, metabolism, or excretion properties. Task type varies by dataset: regression for continuous measurements (e.g., permeability, clearance, half-life) or binary classification for categorical outcomes (e.g., BBB penetration, CYP inhibition). For this dataset (solubility_aqsoldb), we predict Y. (1) The drug is CCCCN(C)N=O. The Y is -0.700 log mol/L. (2) The compound is O=C(OCCOC(=O)c1ccccc1)c1ccccc1. The Y is -5.07 log mol/L. (3) The drug is N=C(N)NN=C1C=CC(=NNC(=N)N)c2ccccc21. The Y is -3.29 log mol/L.